Task: Predict the product of the given reaction.. Dataset: Forward reaction prediction with 1.9M reactions from USPTO patents (1976-2016) (1) Given the reactants [ClH:1].[N:2]1([NH:8][C:9]([C:11]2[C:15]([CH3:16])=[C:14]([C:17]3[CH:22]=[CH:21][C:20]([Cl:23])=[CH:19][CH:18]=3)[N:13]([C:24]3[CH:29]=[CH:28][C:27]([Cl:30])=[CH:26][C:25]=3[Cl:31])[N:12]=2)=[O:10])[CH2:7][CH2:6][CH2:5][CH2:4][CH2:3]1.C(OC)(C)(C)C, predict the reaction product. The product is: [CH3:16][C:15]1[C:11]([C:9]([NH:8][N:2]2[CH2:3][CH2:4][CH2:5][CH2:6][CH2:7]2)=[O:10])=[N:12][N:13]([C:24]2[CH:29]=[CH:28][C:27]([Cl:30])=[CH:26][C:25]=2[Cl:31])[C:14]=1[C:17]1[CH:22]=[CH:21][C:20]([Cl:23])=[CH:19][CH:18]=1.[ClH:1]. (2) Given the reactants Cl.Cl.[NH:3]1[CH2:8][CH2:7][CH:6]([N:9]2[C:17]3[C:12](=[N:13][CH:14]=[CH:15][CH:16]=3)[NH:11][C:10]2=[O:18])[CH2:5][CH2:4]1.CCN(C(C)C)C(C)C.Cl[C:29]1[N:34]=[CH:33][N:32]=[C:31]([C:35]([O:37][CH2:38][CH3:39])=[O:36])[CH:30]=1.O, predict the reaction product. The product is: [O:18]=[C:10]1[NH:11][C:12]2=[N:13][CH:14]=[CH:15][CH:16]=[C:17]2[N:9]1[CH:6]1[CH2:5][CH2:4][N:3]([C:29]2[N:34]=[CH:33][N:32]=[C:31]([C:35]([O:37][CH2:38][CH3:39])=[O:36])[CH:30]=2)[CH2:8][CH2:7]1. (3) Given the reactants Br[C:2]1[CH:7]=[C:6]([F:8])[C:5]([C:9]([N:11]2[CH2:16][CH2:15][N:14]([C:17]3[CH:22]=[CH:21][C:20]([CH3:23])=[CH:19][N:18]=3)[CH2:13][CH2:12]2)=[O:10])=[C:4]([F:24])[CH:3]=1.[CH3:25][C:26]1([CH3:32])[O:30][C:29](=[O:31])[N:28]=[CH:27]1, predict the reaction product. The product is: [F:24][C:4]1[CH:3]=[C:2]([N:28]2[CH2:27][C:26]([CH3:32])([CH3:25])[O:30][C:29]2=[O:31])[CH:7]=[C:6]([F:8])[C:5]=1[C:9]([N:11]1[CH2:16][CH2:15][N:14]([C:17]2[CH:22]=[CH:21][C:20]([CH3:23])=[CH:19][N:18]=2)[CH2:13][CH2:12]1)=[O:10].